Dataset: Forward reaction prediction with 1.9M reactions from USPTO patents (1976-2016). Task: Predict the product of the given reaction. (1) The product is: [F:1][C:2]1[CH:3]=[CH:4][C:5]([C:8]([NH:10][NH2:11])=[O:9])=[N:6][CH:7]=1. Given the reactants [F:1][C:2]1[CH:3]=[CH:4][C:5]([C:8]([NH:10][NH:11]C(OC(C)(C)C)=O)=[O:9])=[N:6][CH:7]=1.FC(F)(F)C(O)=O, predict the reaction product. (2) Given the reactants [CH:1]([C:5]1[C:10]([O:11][CH3:12])=[CH:9][CH:8]=[CH:7][C:6]=1[O:13]C)([CH2:3][CH3:4])[CH3:2].B(Br)(Br)Br, predict the reaction product. The product is: [CH:1]([C:5]1[C:10]([O:11][CH3:12])=[CH:9][CH:8]=[CH:7][C:6]=1[OH:13])([CH2:3][CH3:4])[CH3:2]. (3) Given the reactants [Cl:1][C:2]1[CH:10]=[C:9]([CH:11]([O:14][CH2:15][C:16]2([C:29]3[CH:34]=[CH:33][C:32]([F:35])=[CH:31][CH:30]=3)[CH2:21][CH2:20][N:19]([C:22]([O:24][C:25]([CH3:28])([CH3:27])[CH3:26])=[O:23])[CH2:18][CH2:17]2)[CH2:12]O)[C:8]2[C:4](=[CH:5][N:6]([CH2:36][O:37][CH2:38][CH2:39][Si:40]([CH3:43])([CH3:42])[CH3:41])[N:7]=2)[CH:3]=1.C(#N)C.C(N(C(C)C)CC)(C)C.F.F.F.C(N(C(C)C)CC)(C)C.[F:68]C(F)(S(F)(=O)=O)C(F)(F)C(F)(F)C(F)(F)F.C([O-])(O)=O.[Na+], predict the reaction product. The product is: [Cl:1][C:2]1[CH:10]=[C:9]([CH:11]([O:14][CH2:15][C:16]2([C:29]3[CH:34]=[CH:33][C:32]([F:35])=[CH:31][CH:30]=3)[CH2:21][CH2:20][N:19]([C:22]([O:24][C:25]([CH3:26])([CH3:27])[CH3:28])=[O:23])[CH2:18][CH2:17]2)[CH2:12][F:68])[C:8]2[C:4](=[CH:5][N:6]([CH2:36][O:37][CH2:38][CH2:39][Si:40]([CH3:42])([CH3:43])[CH3:41])[N:7]=2)[CH:3]=1. (4) Given the reactants [CH3:1][N:2]1[C:10]2[C:5](=[C:6]([O:11][CH2:12][C@@H:13]3[CH2:15][O:14]3)[CH:7]=[CH:8][CH:9]=2)[CH:4]=[CH:3]1.[CH:16]1[C:25]2[C:20](=[CH:21][CH:22]=[CH:23][CH:24]=2)[CH:19]=[CH:18][C:17]=1[N:26]1[CH2:33][C@H:32]2[NH:34][CH2:35][C@@H:27]1[CH2:28][CH:29]=[CH:30][CH2:31]2.CCN(C(C)C)C(C)C, predict the reaction product. The product is: [CH3:1][N:2]1[C:10]2[C:5](=[C:6]([O:11][CH2:12][C@@H:13]([OH:14])[CH2:15][N:34]3[CH2:35][CH:27]4[N:26]([C:17]5[CH:18]=[CH:19][C:20]6[C:25](=[CH:24][CH:23]=[CH:22][CH:21]=6)[CH:16]=5)[CH2:33][CH:32]3[CH2:31][CH:30]=[CH:29][CH2:28]4)[CH:7]=[CH:8][CH:9]=2)[CH:4]=[CH:3]1. (5) The product is: [C:1]1([C:9]2[CH:14]=[CH:13][CH:12]=[CH:11][CH:10]=2)[CH:6]=[CH:5][C:4]([CH:7]2[CH2:16][C:15](=[O:20])[O:21][C:22](=[O:24])[CH2:23]2)=[CH:3][CH:2]=1. Given the reactants [C:1]1([C:9]2[CH:14]=[CH:13][CH:12]=[CH:11][CH:10]=2)[CH:6]=[CH:5][C:4]([CH:7]=O)=[CH:3][CH:2]=1.[C:15]([O:21][CH2:22][CH3:23])(=[O:20])[CH2:16]C(C)=O.[OH-:24].[Na+].Cl, predict the reaction product. (6) Given the reactants [CH3:1][N:2]1[CH2:24][CH2:23][C:5]2[N:6]([CH2:14][C:15]#[C:16][C:17]3[CH:22]=[CH:21][CH:20]=[CH:19][N:18]=3)[C:7]3[CH:8]=[CH:9][C:10]([CH3:13])=[CH:11][C:12]=3[C:4]=2[CH2:3]1.[H][H], predict the reaction product. The product is: [CH3:1][N:2]1[CH2:24][CH2:23][C:5]2[N:6]([CH2:14][CH2:15][CH2:16][C:17]3[CH:22]=[CH:21][CH:20]=[CH:19][N:18]=3)[C:7]3[CH:8]=[CH:9][C:10]([CH3:13])=[CH:11][C:12]=3[C:4]=2[CH2:3]1.